Dataset: Catalyst prediction with 721,799 reactions and 888 catalyst types from USPTO. Task: Predict which catalyst facilitates the given reaction. (1) Reactant: [N:1]([C@@H:4]1[C@@H:11]2[C@@H:7]([CH2:8][N:9]([CH2:12][C:13]3[CH:18]=[CH:17][CH:16]=[CH:15][CH:14]=3)[CH2:10]2)[CH2:6][CH2:5]1)=[N+]=[N-].[H][H]. Product: [CH2:12]([N:9]1[CH2:10][C@@H:11]2[C@@H:4]([NH2:1])[CH2:5][CH2:6][C@@H:7]2[CH2:8]1)[C:13]1[CH:14]=[CH:15][CH:16]=[CH:17][CH:18]=1. The catalyst class is: 470. (2) Reactant: [CH3:1][N:2]([CH:4]([CH:7]1[CH2:16][CH2:15][C:10]2([O:14][CH2:13][CH2:12][O:11]2)[CH2:9][CH2:8]1)[C:5]#N)[CH3:3].[Cl:17][C:18]1[CH:23]=[CH:22]C([Mg]Br)=[CH:20][CH:19]=1.[Cl-].[NH4+].O. Product: [Cl:17][C:18]1[CH:23]=[CH:22][C:5]([CH:4]([N:2]([CH3:3])[CH3:1])[CH:7]2[CH2:16][CH2:15][C:10]3([O:14][CH2:13][CH2:12][O:11]3)[CH2:9][CH2:8]2)=[CH:20][CH:19]=1. The catalyst class is: 28. (3) Reactant: CN(C)C=O.Cl.Cl[CH2:8][CH:9]1[CH2:14][CH2:13][CH2:12][N:11]([CH3:15])[CH2:10]1.C(=O)([O-])[O-].[K+].[K+].[NH2:22][C:23]1[CH:42]=[CH:41][C:26]([O:27][C:28]2[C:37]3[C:32](=[CH:33][C:34]([OH:40])=[C:35]([C:38]#[N:39])[CH:36]=3)[N:31]=[CH:30][CH:29]=2)=[CH:25][C:24]=1[F:43]. Product: [NH2:22][C:23]1[CH:42]=[CH:41][C:26]([O:27][C:28]2[C:37]3[C:32](=[CH:33][C:34]([O:40][CH2:8][CH:9]4[CH2:14][CH2:13][CH2:12][N:11]([CH3:15])[CH2:10]4)=[C:35]([C:38]#[N:39])[CH:36]=3)[N:31]=[CH:30][CH:29]=2)=[CH:25][C:24]=1[F:43]. The catalyst class is: 84.